From a dataset of Catalyst prediction with 721,799 reactions and 888 catalyst types from USPTO. Predict which catalyst facilitates the given reaction. (1) Product: [CH2:1]([O:3][C:4]([C:6]1[CH:11]=[CH:10][CH:9]=[CH:8][C:7]=1[N:12]1[CH2:28][CH:16]2[CH2:17][N:18]([C:21]([O:23][C:24]([CH3:25])([CH3:27])[CH3:26])=[O:22])[CH2:19][CH2:20][N:15]2[C:13]1=[O:14])=[O:5])[CH3:2]. Reactant: [CH2:1]([O:3][C:4]([C:6]1[CH:11]=[CH:10][CH:9]=[CH:8][C:7]=1[NH:12][C:13]([N:15]1[CH2:20][CH2:19][N:18]([C:21]([O:23][C:24]([CH3:27])([CH3:26])[CH3:25])=[O:22])[CH2:17][CH:16]1[CH2:28]O)=[O:14])=[O:5])[CH3:2].C1CCN2C(=NCCC2)CC1.CS(Cl)(=O)=O.O. The catalyst class is: 4. (2) Reactant: [CH2:1]([NH2:4])[CH:2]=[CH2:3].[C:5]([O:8][CH2:9][C@@H:10]1[O:15][C@@H:14](CC([O-])=O)[C@H:13]([N:20]=[C:21]=[S:22])[C@H:12](CC([O-])=O)[C@@H:11]1CC([O-])=O)(=[O:7])[CH3:6].[C:31]([OH:37])([C:33](F)(F)F)=[O:32]. Product: [C:31]([O:37][C@@H:11]1[C@@H:10]([CH2:9][O:8][C:5](=[O:7])[CH3:6])[O:15][C@H:14]2[C@H:13]([N:20]=[C:21]([NH:4][CH2:1][CH:2]=[CH2:3])[S:22]2)[C@H:12]1[O:8][C:5](=[O:7])[CH3:6])(=[O:32])[CH3:33]. The catalyst class is: 2. (3) Reactant: C(OC([C:6]1[S:7][C:8]([NH:11][C:12](=[O:43])[C:13]2[CH:18]=[C:17]([Cl:19])[C:16]([O:20][C:21]3[CH:26]=[CH:25][N:24]=[CH:23][C:22]=3[C:27]([N:29]3[C:38]4[C:33](=[CH:34][CH:35]=[CH:36][CH:37]=4)[N:32]([CH:39]4[CH2:41][CH2:40]4)[CH2:31][CH2:30]3)=[O:28])=[CH:15][C:14]=2[Cl:42])=[N:9][N:10]=1)=O)C.O.O.[OH-].[Li+].Cl. Product: [Cl:42][C:14]1[CH:15]=[C:16]([O:20][C:21]2[CH:26]=[CH:25][N:24]=[CH:23][C:22]=2[C:27]([N:29]2[C:38]3[C:33](=[CH:34][CH:35]=[CH:36][CH:37]=3)[N:32]([CH:39]3[CH2:40][CH2:41]3)[CH2:31][CH2:30]2)=[O:28])[C:17]([Cl:19])=[CH:18][C:13]=1[C:12]([NH:11][C:8]1[S:7][CH:6]=[N:10][N:9]=1)=[O:43]. The catalyst class is: 155. (4) Reactant: [CH2:1]([CH:8]1[O:12][C:11](=[O:13])[N:10]([C:14]2[CH:19]=[CH:18][C:17](B3[O:24][C:23]([CH3:26])(C)C(C)(C)O3)=[CH:16][CH:15]=2)[CH2:9]1)[C:2]1[CH:7]=[CH:6][CH:5]=[CH:4][CH:3]=1.I[C:30]1[C:38]2[C:33](=[N:34][CH:35]=[N:36][C:37]=2[NH2:39])[N:32]([C@H:40]2[CH2:45][CH2:44][C@H:43]([N:46]3[CH2:51][CH2:50][N:49]([CH3:52])[CH2:48][CH2:47]3)[CH2:42][CH2:41]2)[N:31]=1.[OH2:53].C(=O)([O-])[O-:55].[Na+].[Na+]. Product: [C:23]([OH:55])(=[O:24])[CH3:26].[C:8]([OH:12])(=[O:53])[CH3:1].[NH2:39][C:37]1[N:36]=[CH:35][N:34]=[C:33]2[N:32]([C@H:40]3[CH2:45][CH2:44][C@H:43]([N:46]4[CH2:47][CH2:48][N:49]([CH3:52])[CH2:50][CH2:51]4)[CH2:42][CH2:41]3)[N:31]=[C:30]([C:17]3[CH:16]=[CH:15][C:14]([N:10]4[CH2:9][CH:8]([CH2:1][C:2]5[CH:3]=[CH:4][CH:5]=[CH:6][CH:7]=5)[O:12][C:11]4=[O:13])=[CH:19][CH:18]=3)[C:38]=12. The catalyst class is: 149. (5) Reactant: [OH:1][C:2]1([CH2:20][O:21][C:22]2[CH:27]=[CH:26][C:25]([CH:28]([CH3:30])[CH3:29])=[CH:24][CH:23]=2)[CH2:7][CH2:6][CH2:5][CH2:4][CH:3]1[NH:8]C(C1C=CC=CC=1C(O)=O)=O.O.NN. Product: [NH2:8][CH:3]1[CH2:4][CH2:5][CH2:6][CH2:7][C:2]1([CH2:20][O:21][C:22]1[CH:27]=[CH:26][C:25]([CH:28]([CH3:30])[CH3:29])=[CH:24][CH:23]=1)[OH:1]. The catalyst class is: 8.